This data is from Full USPTO retrosynthesis dataset with 1.9M reactions from patents (1976-2016). The task is: Predict the reactants needed to synthesize the given product. (1) Given the product [O:22]=[C:14]1[N:13]([CH:10]2[CH2:11][CH2:12][N:7]([C:2]3([CH3:1])[CH2:6][CH2:5][N:4]([C:24]([O:26][CH2:27][C:28]#[C:29][CH3:30])=[O:25])[CH2:3]3)[CH2:8][CH2:9]2)[C@H:17]2[CH2:18][CH2:19][CH2:20][CH2:21][C@@H:16]2[NH:15]1, predict the reactants needed to synthesize it. The reactants are: [CH3:1][C:2]1([N:7]2[CH2:12][CH2:11][CH:10]([N:13]3[C@H:17]4[CH2:18][CH2:19][CH2:20][CH2:21][C@@H:16]4[NH:15][C:14]3=[O:22])[CH2:9][CH2:8]2)[CH2:6][CH2:5][NH:4][CH2:3]1.Cl[C:24]([O:26][CH2:27][C:28]#[C:29][CH3:30])=[O:25]. (2) Given the product [CH3:14][C@H:10]1[NH:11][CH2:12][CH2:13][N:8]([C:3]2[CH:4]=[CH:5][C:6]([C:22]([F:25])([F:24])[F:23])=[CH:7][CH:2]=2)[CH2:9]1, predict the reactants needed to synthesize it. The reactants are: F[C:2]1[CH:7]=[CH:6][CH:5]=[CH:4][C:3]=1[N:8]1[CH2:13][CH2:12][NH:11][C@H:10]([CH3:14])[CH2:9]1.BrC1C=CC([C:22]([F:25])([F:24])[F:23])=CC=1. (3) Given the product [OH:31][C@:27]([C:22]1[N:21]=[CH:26][CH:25]=[CH:24][N:23]=1)([CH3:28])[C:29]#[C:30][C:2]1[CH:3]=[C:4]([N:8]2[C:16]3[C:11](=[CH:12][CH:13]=[CH:14][CH:15]=3)[C:10]([C:17]([O:19][CH3:20])=[O:18])=[N:9]2)[CH:5]=[CH:6][CH:7]=1, predict the reactants needed to synthesize it. The reactants are: Br[C:2]1[CH:3]=[C:4]([N:8]2[C:16]3[C:11](=[CH:12][CH:13]=[CH:14][CH:15]=3)[C:10]([C:17]([O:19][CH3:20])=[O:18])=[N:9]2)[CH:5]=[CH:6][CH:7]=1.[N:21]1[CH:26]=[CH:25][CH:24]=[N:23][C:22]=1[C@:27]([OH:31])([C:29]#[CH:30])[CH3:28].